From a dataset of Forward reaction prediction with 1.9M reactions from USPTO patents (1976-2016). Predict the product of the given reaction. (1) The product is: [Cl:35][C:26]1[C:21]([CH2:20][C:18]2[CH:17]=[CH:16][C:10]3/[C:11](=[C:12](/[CH3:15])\[C:13]#[N:14])/[C:5]4[CH:4]=[CH:3][C:2]([F:1])=[CH:32][C:6]=4[O:7][CH2:8][C:9]=3[CH:19]=2)=[C:22]([CH2:29][CH2:30][CH3:31])[N:23]=[C:24]([CH3:28])[N:25]=1. Given the reactants [F:1][C:2]1[CH:3]=[CH:4][C:5]2=[C:6]([CH:32]=1)[O:7][CH2:8][C:9]1[CH:19]=[C:18]([CH2:20][C:21]3[C:26](=O)[NH:25][C:24]([CH3:28])=[N:23][C:22]=3[CH2:29][CH2:30][CH3:31])[CH:17]=[CH:16][C:10]=1/[C:11]/2=[C:12](/[CH3:15])\[C:13]#[N:14].P(Cl)(Cl)([Cl:35])=O, predict the reaction product. (2) Given the reactants [Cl:1][C:2]1[C:3]([C:8]#[N:9])=[N:4][CH:5]=[CH:6][N:7]=1.[H][H], predict the reaction product. The product is: [ClH:1].[Cl:1][C:2]1[C:3]([CH2:8][NH2:9])=[N:4][CH:5]=[CH:6][N:7]=1. (3) Given the reactants [Cl:1][C:2]1[CH:3]=[N:4][C:5]2[N:6]([N:8]=[C:9]([C:11]([OH:13])=O)[CH:10]=2)[CH:7]=1.[CH3:14][N:15]1[C:24]2[C:19](=[CH:20][CH:21]=[CH:22][C:23]=2[NH:25][C:26](=[O:28])[CH3:27])[CH2:18][CH2:17][NH:16]1, predict the reaction product. The product is: [Cl:1][C:2]1[CH:3]=[N:4][C:5]2[N:6]([N:8]=[C:9]([C:11]([N:16]3[CH2:17][CH2:18][C:19]4[C:24](=[C:23]([NH:25][C:26](=[O:28])[CH3:27])[CH:22]=[CH:21][CH:20]=4)[N:15]3[CH3:14])=[O:13])[CH:10]=2)[CH:7]=1. (4) Given the reactants [Se](=O)=O.[OH:4][CH2:5][C:6]1[CH:7]=[C:8]([CH:11]=[CH:12][N:13]=1)[C:9]#[N:10].ClCCl, predict the reaction product. The product is: [CH:5]([C:6]1[CH:7]=[C:8]([CH:11]=[CH:12][N:13]=1)[C:9]#[N:10])=[O:4]. (5) Given the reactants [C:1]([CH2:3][C:4]([NH:6][C:7]1[CH:12]=[CH:11][CH:10]=[CH:9][CH:8]=1)=[O:5])#[N:2].CO[CH:15]=[CH:16][C:17](=O)[CH3:18].N12CCN(CC1)CC2, predict the reaction product. The product is: [CH3:15][C:16]1[N:6]([C:7]2[CH:12]=[CH:11][CH:10]=[CH:9][CH:8]=2)[C:4](=[O:5])[C:3]([C:1]#[N:2])=[CH:18][CH:17]=1. (6) Given the reactants [CH3:1][O:2][CH2:3][O:4][C:5]1[CH:10]=[CH:9][C:8]([C:11]2[C:15]([C:16]3[CH:21]=[CH:20][CH:19]=[CH:18][CH:17]=3)=[C:14]([C:22]3(C=O)[CH2:24][CH2:23]3)[O:13][N:12]=2)=[CH:7][CH:6]=1.[CH3:27][N:28]1[CH2:33][CH2:32][NH:31][CH2:30][CH2:29]1.[C:34](O[BH-](OC(=O)C)OC(=O)C)(=O)C.[Na+].O, predict the reaction product. The product is: [CH3:1][O:2][CH2:3][O:4][C:5]1[CH:6]=[CH:7][C:8]([C:11]2[C:15]([C:16]3[CH:17]=[CH:18][CH:19]=[CH:20][CH:21]=3)=[C:14]([C:22]3([CH2:27][N:28]4[CH2:33][CH2:32][N:31]([CH3:34])[CH2:30][CH2:29]4)[CH2:24][CH2:23]3)[O:13][N:12]=2)=[CH:9][CH:10]=1. (7) Given the reactants [OH:1][CH2:2][CH:3]([CH2:6][OH:7])[CH2:4][OH:5].CO[C:10](OC)([CH3:12])[CH3:11].O.C1(C)C=CC(S(O)(=O)=O)=CC=1.CCN(CC)CC, predict the reaction product. The product is: [CH3:11][C:10]1([CH3:12])[O:5][CH2:4][CH:3]([CH2:6][OH:7])[CH2:2][O:1]1. (8) Given the reactants [Br-:1].[Br-].[Br-].[NH+]1C=CC=CC=1.[NH+]1C=CC=CC=1.[NH+]1C=CC=CC=1.[C:22]([C:25]1[CH:32]=[CH:31][C:28]([C:29]#[N:30])=[CH:27][N:26]=1)(=[O:24])[CH3:23], predict the reaction product. The product is: [Br:1][CH2:23][C:22]([C:25]1[CH:32]=[CH:31][C:28]([C:29]#[N:30])=[CH:27][N:26]=1)=[O:24]. (9) Given the reactants [CH3:1][C:2]1[O:6][N:5]=[C:4]([C:7]2[CH:12]=[CH:11][CH:10]=[CH:9][CH:8]=2)[C:3]=1[C:13]1[N:14]=[CH:15][N:16]([C:18]2[CH:26]=[CH:25][C:21]([C:22](O)=[O:23])=[CH:20][CH:19]=2)[CH:17]=1.[CH:27]1([NH2:30])[CH2:29][CH2:28]1, predict the reaction product. The product is: [CH:27]1([NH:30][C:22](=[O:23])[C:21]2[CH:20]=[CH:19][C:18]([N:16]3[CH:17]=[C:13]([C:3]4[C:4]([C:7]5[CH:8]=[CH:9][CH:10]=[CH:11][CH:12]=5)=[N:5][O:6][C:2]=4[CH3:1])[N:14]=[CH:15]3)=[CH:26][CH:25]=2)[CH2:29][CH2:28]1.